Task: Predict the reaction yield, written as a fraction of the theoretical maximum amount of product (1.0 means a 100% yield; for example, 0.34 means a 34% yield).. Dataset: Reaction yield outcomes from USPTO patents with 853,638 reactions (1) The reactants are [CH3:1][O:2][C:3]1[CH:4]=[C:5]2[C:10](=[CH:11][C:12]=1[O:13][CH3:14])[NH:9][C:8](=O)[CH:7]=[CH:6]2.P(Br)(Br)([Br:18])=O.O. The yield is 0.420. The product is [Br:18][C:6]1[C:5]2[C:10](=[CH:11][C:12]([O:13][CH3:14])=[C:3]([O:2][CH3:1])[CH:4]=2)[N:9]=[CH:8][CH:7]=1. The catalyst is ClC1C=CC=CC=1. (2) The catalyst is O.ClCCl. The yield is 0.890. The product is [Cl:13][C:4]1[CH:3]=[C:2]([N:1]=[C:19]=[S:20])[CH:12]=[CH:11][C:5]=1[C:6]([N:8]([CH3:10])[CH3:9])=[O:7]. The reactants are [NH2:1][C:2]1[CH:12]=[CH:11][C:5]([C:6]([N:8]([CH3:10])[CH3:9])=[O:7])=[C:4]([Cl:13])[CH:3]=1.C(=O)([O-])[O-].[Ca+2].[C:19](Cl)(Cl)=[S:20].Cl.